Dataset: Experimentally validated miRNA-target interactions with 360,000+ pairs, plus equal number of negative samples. Task: Binary Classification. Given a miRNA mature sequence and a target amino acid sequence, predict their likelihood of interaction. (1) The miRNA is hsa-miR-6750-3p with sequence GAACUCACCCUCUGCUCCCAG. The protein sequence of the target gene is MKKMSNIYESAANTLGIFNSPCLTKVELRVACKGISDRDALSKPDPCVILKMQSHGQWFEVDRTEVIRTCINPVYSKLFTVDFYFEEVQRLRFEVHDISSNHNGLKEADFLGGMECTLGQIVSQRKLSKSLLKHGNTAGKSSITVIAEELSGNDDYVELAFNARKLDDKDFFSKSDPFLEIFRMNDDATQQLVHRTEVVMNNLSPAWKSFKVSVNSLCSGDPDRRLKCIVWDWDSNGKHDFIGEFTSTFKEMRGAMEGKQVQWECINPKYKAKKKNYKNSGTVILNLCKIHKMHSFLDYI.... Result: 0 (no interaction). (2) The miRNA is mmu-miR-3072-3p with sequence UGCCCCCUCCAGGAAGCCUUCU. The protein sequence of the target gene is MFARGSRRRRSGRAPPEAEDPDRGQPCNSCREQCPGFLLHGWRKICQHCKCPREEHAVHAVPVDLERIMCRLISDFQRHSISDDDSGCASEEYAWVPPGLKPEQVYQFFSCLPEDKVPYVNSPGEKYRIKQLLHQLPPHDSEAQYCTALEEEEKKELRAFSQQRKRENLGRGIVRIFPVTITGAICEECGKQIGGGDIAVFASRAGLGACWHPQCFVCTTCQELLVDLIYFYHVGKVYCGRHHAECLRPRCQACDEIIFSPECTEAEGRHWHMDHFCCFECEASLGGQRYVMRQSRPHCC.... Result: 0 (no interaction). (3) The miRNA is mmu-miR-669f-3p with sequence CAUAUACAUACACACACACGUAU. The protein sequence of the target gene is MSRPPPTGKMPGAPEAAPGDGAGAGRQRKLEALIRDPRSPINVESLLDGLNSLVLDLDFPALRKNKNIDNFLNRYEKIVKKIRGLQMKAEDYDVVKVIGRGAFGEVQLVRHKASQKVYAMKLLSKFEMIKRSDSAFFWEERDIMAFANSPWVVQLFCAFQDDRYLYMVMEYMPGGDLVNLMSNYDVPEKWAKFYTAEVVLALDAIHSMGLIHRDVKPDNMLLDKHGHLKLADFGTCMKMDETGMVHCDTAVGTPDYISPEVLKSQGGDGYYGRECDWWSVGVFLFEMLVGDTPFYADSLV.... Result: 1 (interaction). (4) The miRNA is hsa-miR-548ba with sequence AAAGGUAACUGUGAUUUUUGCU. The protein sequence of the target gene is MQWLMRFRTLWGIHKSFHNIHPAPSQLRCRSLSEFGAPRWNDYEVPEEFNFASYVLDYWAQKEKEGKRGPNPAFWWVNGQGDEVKWSFREMGDLTRRVANVFTQTCGLQQGDHLALMLPRVPEWWLVAVGCMRTGIIFIPATILLKAKDILYRLQLSKAKGIVTIDALASEVDSIASQCPSLKTKLLVSDHSREGWLDFRSLVKSASPEHTCVKSKTLDPMVIFFTSGTTGFPKMAKHSHGLALQPSFPGSRKLRSLKTSDVSWCLSDSGWIVATIWTLVEPWTAGCTVFIHHLPQFDTK.... Result: 0 (no interaction). (5) The miRNA is cel-miR-358-3p with sequence AUUGGUAUCCCUGUCAAGGUCU. The protein sequence of the target gene is MDTILVFSLIIASYDANKKDLRDSSCRLEQLPGIFPKDVRSIRELQMQETHTETKRTTFIQNRTIATLQCLGSDSKVKVNLVYLERRPKVKHILKNLRIIAAPRRNSSASSSCHLIPTSKFQTGSLLKGKAFLPGISQCKVLGASSETFPTTAPSITPGNKEGEKTTSTDTDENLEKRQKWSIVVKILIAVTLLLSGVAIIVFVIFEVPCPYQCLGARKLCQCQWLWRWQKKGGQPPGTAESKPDSQPQKVGQDAANSSNPKKAAEITVIHQTYF. Result: 0 (no interaction). (6) The miRNA is hsa-miR-548ab with sequence AAAAGUAAUUGUGGAUUUUGCU. The protein sequence of the target gene is MATIPDWKLQLLARRRQEEASVRGREKAERERLSQMPAWKRGLLERRRAKLGLSPGEPSPVLGTVEAGPPDPDESAVLLEAIGPVHQNRFIRQERQQQQQQQQRSEELLAERKPGPLEARERRPSPGEMRDQSPKGRESREERLSPRETRERRLGIGGAQELSLRPLEARDWRQSPGEVGDRSSRLSEAWKWRLSPGETPERSLRLAESREQSPRRKEVESRLSPGESAYQKLGLTEAHKWRPDSRESQEQSLVQLEATEWRLRSGEERQDYSEECGRKEEWPVPGVAPKETAELSETLT.... Result: 1 (interaction).